From a dataset of Forward reaction prediction with 1.9M reactions from USPTO patents (1976-2016). Predict the product of the given reaction. (1) Given the reactants S(Cl)(Cl)=O.[C:5]([NH:13][NH:14][C:15](=[O:22])[CH2:16][CH2:17][C:18]([O:20][CH3:21])=[O:19])(=O)[C:6]1[CH:11]=[CH:10][CH:9]=[CH:8][CH:7]=1.N1C=CC=CC=1, predict the reaction product. The product is: [C:6]1([C:5]2[O:22][C:15]([CH2:16][CH2:17][C:18]([O:20][CH3:21])=[O:19])=[N:14][N:13]=2)[CH:7]=[CH:8][CH:9]=[CH:10][CH:11]=1. (2) Given the reactants [NH2:1][C:2]1[C:7](I)=[CH:6][N:5]=[C:4]([Br:9])[CH:3]=1.[C:10]([O:14][CH2:15][CH3:16])(=[O:13])[CH:11]=[CH2:12].C(N(CC)CC)C, predict the reaction product. The product is: [NH2:1][C:2]1[CH:3]=[C:4]([Br:9])[N:5]=[CH:6][C:7]=1/[CH:12]=[CH:11]/[C:10]([O:14][CH2:15][CH3:16])=[O:13]. (3) Given the reactants [NH2:1][C:2]1[CH:11]=[C:10]([O:12][CH:13]([CH3:15])[CH3:14])[C:9]([O:16][CH3:17])=[CH:8][C:3]=1[C:4]([O:6][CH3:7])=[O:5].[CH3:18][O:19][C:20]1[CH:27]=[CH:26][C:23]([CH:24]=O)=[CH:22][CH:21]=1.CN(C)C=O.C(O[BH-](OC(=O)C)OC(=O)C)(=O)C.[Na+], predict the reaction product. The product is: [CH:13]([O:12][C:10]1[C:9]([O:16][CH3:17])=[CH:8][C:3]([C:4]([O:6][CH3:7])=[O:5])=[C:2]([NH:1][CH2:24][C:23]2[CH:26]=[CH:27][C:20]([O:19][CH3:18])=[CH:21][CH:22]=2)[CH:11]=1)([CH3:14])[CH3:15]. (4) Given the reactants [CH2:1]([O:3][C:4]([C:6]1[S:10][C:9]([C:11]2[CH:16]=[CH:15][C:14]([Cl:17])=[CH:13][CH:12]=2)=[N:8][C:7]=1[CH2:18]Br)=[O:5])[CH3:2].[CH2:20]([O:22][C:23](=[O:33])[CH2:24][NH:25][C:26]([O:28][C:29]([CH3:32])([CH3:31])[CH3:30])=[O:27])[CH3:21].[H-].[Na+], predict the reaction product. The product is: [CH2:1]([O:3][C:4]([C:6]1[S:10][C:9]([C:11]2[CH:16]=[CH:15][C:14]([Cl:17])=[CH:13][CH:12]=2)=[N:8][C:7]=1[CH2:18][N:25]([C:26]([O:28][C:29]([CH3:30])([CH3:32])[CH3:31])=[O:27])[CH2:24][C:23]([O:22][CH2:20][CH3:21])=[O:33])=[O:5])[CH3:2].